Dataset: Full USPTO retrosynthesis dataset with 1.9M reactions from patents (1976-2016). Task: Predict the reactants needed to synthesize the given product. (1) The reactants are: [NH2:1][C:2]1[CH:3]=[C:4]([O:9][CH2:10][C:11]2[C:16]([F:17])=[C:15]([F:18])[CH:14]=[CH:13][C:12]=2[OH:19])[CH:5]=[CH:6][C:7]=1[F:8].O[CH2:21][CH2:22][N:23]1[CH2:27][CH2:26][O:25][C:24]1=[O:28].C1(P(C2C=CC=CC=2)C2C=CC=CC=2)C=CC=CC=1.N(C(OCC)=O)=NC(OCC)=O. Given the product [F:8][C:7]1[CH:6]=[CH:5][C:4]([O:9][CH2:10][C:11]2[C:12]([O:19][CH2:21][CH2:22][N:23]3[CH2:27][CH2:26][O:25][C:24]3=[O:28])=[CH:13][CH:14]=[C:15]([F:18])[C:16]=2[F:17])=[CH:3][C:2]=1[NH2:1], predict the reactants needed to synthesize it. (2) Given the product [N:8]1([C:6]2[CH:5]=[C:4]([C:14]3[CH:19]=[CH:18][CH:17]=[CH:16][CH:15]=3)[N:3]=[C:2]([NH:29][C:26]3[CH:27]=[CH:28][C:23]([O:22][C:21]([F:20])([F:30])[F:31])=[CH:24][CH:25]=3)[N:7]=2)[CH2:13][CH2:12][O:11][CH2:10][CH2:9]1, predict the reactants needed to synthesize it. The reactants are: Cl[C:2]1[N:7]=[C:6]([N:8]2[CH2:13][CH2:12][O:11][CH2:10][CH2:9]2)[CH:5]=[C:4]([C:14]2[CH:19]=[CH:18][CH:17]=[CH:16][CH:15]=2)[N:3]=1.[F:20][C:21]([F:31])([F:30])[O:22][C:23]1[CH:28]=[CH:27][C:26]([NH2:29])=[CH:25][CH:24]=1. (3) Given the product [CH3:1][O:2][C:3]1[CH:4]=[CH:5][C:6]([CH2:7][N:8]([CH2:39][C:40]2[CH:45]=[CH:44][C:43]([O:46][CH3:47])=[CH:42][CH:41]=2)[C:9]2[N:14]=[CH:13][C:12]([C:15]3[C:16]4[CH2:29][CH2:28][N:27]([C:30]5[CH:38]=[CH:37][C:33]([C:34]([N:54]([CH2:53][CH2:52][N:51]([CH3:56])[CH3:50])[CH3:55])=[O:36])=[CH:32][CH:31]=5)[C:17]=4[N:18]=[C:19]([N:21]4[CH2:26][CH2:25][O:24][CH2:23][CH2:22]4)[N:20]=3)=[CH:11][N:10]=2)=[CH:48][CH:49]=1, predict the reactants needed to synthesize it. The reactants are: [CH3:1][O:2][C:3]1[CH:49]=[CH:48][C:6]([CH2:7][N:8]([CH2:39][C:40]2[CH:45]=[CH:44][C:43]([O:46][CH3:47])=[CH:42][CH:41]=2)[C:9]2[N:14]=[CH:13][C:12]([C:15]3[C:16]4[CH2:29][CH2:28][N:27]([C:30]5[CH:38]=[CH:37][C:33]([C:34]([OH:36])=O)=[CH:32][CH:31]=5)[C:17]=4[N:18]=[C:19]([N:21]4[CH2:26][CH2:25][O:24][CH2:23][CH2:22]4)[N:20]=3)=[CH:11][N:10]=2)=[CH:5][CH:4]=1.[CH3:50][N:51]([CH3:56])[CH2:52][CH2:53][NH:54][CH3:55]. (4) Given the product [O:1]=[S:2]1(=[O:33])[C:8]2[CH:9]=[CH:10][CH:11]=[CH:12][C:7]=2[C:6](=[CH:13][C:14]2[CH:15]=[C:16]([NH:20][S:21]([CH3:24])(=[O:23])=[O:22])[CH:17]=[CH:18][CH:19]=2)[C:5]2[CH:25]=[CH:26][CH:27]=[CH:28][C:4]=2[CH2:3]1, predict the reactants needed to synthesize it. The reactants are: [O:1]=[S:2]1[C:8]2[CH:9]=[CH:10][CH:11]=[CH:12][C:7]=2[C:6](=[CH:13][C:14]2[CH:15]=[C:16]([NH:20][S:21]([CH3:24])(=[O:23])=[O:22])[CH:17]=[CH:18][CH:19]=2)[C:5]2[CH:25]=[CH:26][CH:27]=[CH:28][C:4]=2[CH2:3]1.C([O:33]OC(C)(C)C)(C)(C)C.